This data is from CYP1A2 inhibition data for predicting drug metabolism from PubChem BioAssay. The task is: Regression/Classification. Given a drug SMILES string, predict its absorption, distribution, metabolism, or excretion properties. Task type varies by dataset: regression for continuous measurements (e.g., permeability, clearance, half-life) or binary classification for categorical outcomes (e.g., BBB penetration, CYP inhibition). Dataset: cyp1a2_veith. (1) The result is 0 (non-inhibitor). The compound is CC(=O)Oc1c(S(=O)(=O)c2ccc(C)cc2)c(C)nn1C(C)(C)C. (2) The result is 0 (non-inhibitor). The molecule is C[N+](C)(CCCCCC[N+](C)(C)CCCN1C(=O)c2cccc3cccc(c23)C1=O)CCCN1C(=O)c2cccc3cccc(c23)C1=O.